This data is from Retrosynthesis with 50K atom-mapped reactions and 10 reaction types from USPTO. The task is: Predict the reactants needed to synthesize the given product. (1) Given the product CC(C)(C)OC(=O)N1CCN(c2ccc(-c3ccc(F)cc3)cn2)CC1, predict the reactants needed to synthesize it. The reactants are: CC(C)(C)OC(=O)N1CCN(c2ccc(Br)cn2)CC1.OB(O)c1ccc(F)cc1. (2) Given the product Cc1ccc(F)c(NC(=O)c2ccc(F)c(Oc3ccnc(-c4cc(C(=O)NCCN)c[nH]4)c3)c2)c1, predict the reactants needed to synthesize it. The reactants are: Cc1ccc(F)c(NC(=O)c2ccc(F)c(Oc3ccnc(-c4cc(C(=O)NCCNC(=O)OC(C)(C)C)c[nH]4)c3)c2)c1. (3) Given the product CS(=O)(=O)N1CCN(c2ccc(OC[C@H]3CCn4cc([N+](=O)[O-])nc4O3)cc2)CC1, predict the reactants needed to synthesize it. The reactants are: CS(=O)(=O)Cl.O=[N+]([O-])c1cn2c(n1)O[C@@H](COc1ccc(N3CCNCC3)cc1)CC2. (4) Given the product Cn1ncc2c(-c3ccc(N)cc3)cc(CS(C)(=O)=O)nc21, predict the reactants needed to synthesize it. The reactants are: Cn1ncc2c(-c3ccc([N+](=O)[O-])cc3)cc(CS(C)(=O)=O)nc21. (5) Given the product O=C(Cc1cccc2ncsc12)Nc1scc(Br)c1-c1ncn[nH]1, predict the reactants needed to synthesize it. The reactants are: Nc1scc(Br)c1-c1ncn[nH]1.O=C(O)Cc1cccc2ncsc12. (6) The reactants are: CCNC(=O)c1ccc(C)c(B2OC(C)(C)C(C)(C)O2)c1.Fc1cc2c(-c3ccc(Cl)nc3)n[nH]c2cc1Br. Given the product CCNC(=O)c1ccc(C)c(-c2cc3[nH]nc(-c4ccc(Cl)nc4)c3cc2F)c1, predict the reactants needed to synthesize it.